From a dataset of Forward reaction prediction with 1.9M reactions from USPTO patents (1976-2016). Predict the product of the given reaction. (1) Given the reactants [Si:1]([O:8][CH2:9][CH2:10][O:11][C:12]1[CH:17]=[C:16]([N+:18]([O-])=O)[CH:15]=[CH:14][C:13]=1[N:21]1[CH2:26][CH2:25][N:24]([CH3:27])[CH2:23][CH2:22]1)([C:4]([CH3:7])([CH3:6])[CH3:5])([CH3:3])[CH3:2].C(O[CH:31]=[C:32]([C:38]([O:40][CH2:41][CH3:42])=[O:39])[C:33]([O:35][CH2:36][CH3:37])=[O:34])C, predict the reaction product. The product is: [Si:1]([O:8][CH2:9][CH2:10][O:11][C:12]1[CH:17]=[C:16]([NH:18][CH:31]=[C:32]([C:33]([O:35][CH2:36][CH3:37])=[O:34])[C:38]([O:40][CH2:41][CH3:42])=[O:39])[CH:15]=[CH:14][C:13]=1[N:21]1[CH2:26][CH2:25][N:24]([CH3:27])[CH2:23][CH2:22]1)([C:4]([CH3:7])([CH3:6])[CH3:5])([CH3:3])[CH3:2]. (2) The product is: [N:1]1[C:6]2[C:5](=[CH:19][CH:20]=[CH:21][CH:22]=2)[CH:4]=[C:3]([C:7]2[CH:8]=[CH:9][C:10]3[N:11]([C:13]([CH:16]=[O:17])=[CH:14][N:15]=3)[CH:12]=2)[CH:2]=1. Given the reactants [N:1]1[CH:6]=[CH:5][CH:4]=[C:3]([C:7]2[CH:8]=[CH:9][C:10]3[N:11]([C:13]([CH:16]=[O:17])=[CH:14][N:15]=3)[CH:12]=2)[CH:2]=1.N1C2[C:22](=[CH:19][CH:20]=[CH:21][CH:22]=2)[CH:21]=[C:20](B(O)O)[CH:19]=1, predict the reaction product. (3) Given the reactants C(OC(=O)[NH:7][C:8]1[S:9][CH2:10][C@@H:11]2[C@@H:16]([C:17]([F:20])([F:19])[F:18])[O:15][CH2:14][C@:12]2([C:21]2[CH:26]=[C:25]([NH2:27])[CH:24]=[CH:23][C:22]=2[F:28])[N:13]=1)(C)(C)C.[F:30][C:31]([C:34]1[N:35]=[CH:36][C:37]([C:40](O)=[O:41])=[N:38][CH:39]=1)([F:33])[CH3:32], predict the reaction product. The product is: [NH2:7][C:8]1[S:9][CH2:10][C@@H:11]2[C@@H:16]([C:17]([F:19])([F:20])[F:18])[O:15][CH2:14][C@:12]2([C:21]2[CH:26]=[C:25]([NH:27][C:40]([C:37]3[CH:36]=[N:35][C:34]([C:31]([F:33])([F:30])[CH3:32])=[CH:39][N:38]=3)=[O:41])[CH:24]=[CH:23][C:22]=2[F:28])[N:13]=1. (4) Given the reactants [CH:1]1([CH2:4][N:5]2[C:9]3[CH:10]=[CH:11][C:12]([S:14]([CH2:17][CH:18]4[CH2:23][CH2:22][NH:21][CH2:20][CH2:19]4)(=[O:16])=[O:15])=[CH:13][C:8]=3[N:7]=[C:6]2[CH2:24][C:25]([CH3:28])([CH3:27])[CH3:26])[CH2:3][CH2:2]1.[C:29](Cl)(=[O:31])[CH3:30].CS(Cl)(=O)=O, predict the reaction product. The product is: [CH:1]1([CH2:4][N:5]2[C:9]3[CH:10]=[CH:11][C:12]([S:14]([CH2:17][CH:18]4[CH2:19][CH2:20][N:21]([C:29](=[O:31])[CH3:30])[CH2:22][CH2:23]4)(=[O:15])=[O:16])=[CH:13][C:8]=3[N:7]=[C:6]2[CH2:24][C:25]([CH3:28])([CH3:27])[CH3:26])[CH2:2][CH2:3]1. (5) Given the reactants [Br:1][C:2]1[CH:7]=[N+:6]([O-])[CH:5]=[C:4]2[S:9][C:10]([C:12]([O:14][CH3:15])=[O:13])=[CH:11][C:3]=12.O=P(Cl)(Cl)[Cl:18], predict the reaction product. The product is: [Br:1][C:2]1[CH:7]=[N:6][C:5]([Cl:18])=[C:4]2[S:9][C:10]([C:12]([O:14][CH3:15])=[O:13])=[CH:11][C:3]=12. (6) The product is: [NH2:21][C:13]1[N:14]2[CH2:18][CH2:17][CH2:16][N:15]2[C:19](=[O:20])[C:12]=1/[N:11]=[C:31]1\[CH:32]=[C:23]([CH3:22])[C:24](=[O:33])[C:25]2[C:30]\1=[CH:29][CH:28]=[CH:27][CH:26]=2. Given the reactants CS(O)(=O)=O.CS(O)(=O)=O.[NH2:11][C:12]1[C:19](=[O:20])[N:15]2[CH2:16][CH2:17][CH2:18][N:14]2[C:13]=1[NH2:21].[CH3:22][C:23]1[CH:32]=[CH:31][C:30]2[C:25](=[CH:26][CH:27]=[CH:28][CH:29]=2)[C:24]=1[OH:33].N.OO, predict the reaction product.